From a dataset of Reaction yield outcomes from USPTO patents with 853,638 reactions. Predict the reaction yield, written as a fraction of the theoretical maximum amount of product (1.0 means a 100% yield; for example, 0.34 means a 34% yield). (1) The reactants are [Cl:1][C:2]1[N:10]=[CH:9][N:8]=[C:7]2[C:3]=1[N:4]=[CH:5][N:6]2[C@@H:11]1[O:21][C@H:20]2[C@@H:13]([O:14][Si:15]([CH:31]([CH3:33])[CH3:32])([CH:28]([CH3:30])[CH3:29])[O:16][Si:17]([CH:25]([CH3:27])[CH3:26])([CH:22]([CH3:24])[CH3:23])[O:18][CH2:19]2)[C@@H:12]1[OH:34].[C:35]([O-])([O-])=O.[Cs+].[Cs+].CI. The catalyst is CN(C=O)C.C(Cl)Cl. The product is [Cl:1][C:2]1[N:10]=[CH:9][N:8]=[C:7]2[C:3]=1[N:4]=[CH:5][N:6]2[C@@H:11]1[O:21][C@H:20]2[C@@H:13]([O:14][Si:15]([CH:28]([CH3:30])[CH3:29])([CH:31]([CH3:33])[CH3:32])[O:16][Si:17]([CH:25]([CH3:26])[CH3:27])([CH:22]([CH3:23])[CH3:24])[O:18][CH2:19]2)[C@@H:12]1[O:34][CH3:35]. The yield is 0.480. (2) The reactants are [NH2:1][C@@H:2]([CH2:5][CH3:6])[CH2:3][OH:4].C(=O)([O-])[O-].[K+].[K+].[CH2:13](Br)[C:14]1[CH:19]=[CH:18][CH:17]=[CH:16][CH:15]=1. The catalyst is C(#N)C. The product is [CH2:13]([N:1]([CH2:13][C:14]1[CH:19]=[CH:18][CH:17]=[CH:16][CH:15]=1)[C@@H:2]([CH2:5][CH3:6])[CH2:3][OH:4])[C:14]1[CH:19]=[CH:18][CH:17]=[CH:16][CH:15]=1. The yield is 0.973. (3) The reactants are [CH3:1][O:2][C:3]1[C:8]([O:9][CH3:10])=[CH:7][CH:6]=[CH:5][C:4]=1[OH:11].Cl[C:13]1[CH:18]=[CH:17][C:16]([O:19][CH3:20])=[CH:15][C:14]=1[N+:21]([O-:23])=[O:22].[CH3:24][O:25][C:26]1[C:41]([O:42][CH3:43])=[CH:40][CH:39]=[CH:38][C:27]=1[O:28][C:29]1[CH:35]=[CH:34][C:33]([O:36][CH3:37])=[CH:32][C:30]=1[NH2:31].[NH2:44][C:45]1[S:46][CH:47]=[CH:48][N:49]=1. No catalyst specified. The product is [CH3:1][O:2][C:3]1[C:8]([O:9][CH3:10])=[CH:7][CH:6]=[CH:5][C:4]=1[O:11][C:13]1[CH:18]=[CH:17][C:16]([O:19][CH3:20])=[CH:15][C:14]=1[N+:21]([O-:23])=[O:22].[CH3:24][O:25][C:26]1[C:41]([O:42][CH3:43])=[CH:40][CH:39]=[CH:38][C:27]=1[O:28][C:29]1[CH:35]=[CH:34][C:33]([O:36][CH3:37])=[CH:32][C:30]=1[NH:31][C:4]([NH:44][C:45]1[S:46][CH:47]=[CH:48][N:49]=1)=[O:11]. The yield is 0.560. (4) The product is [Br:1][C:2]1[CH:7]=[CH:6][C:5]([N:8]2[C:9]([CH3:10])=[N:17][N:16]=[N:15]2)=[C:4]([N+:12]([O-:14])=[O:13])[CH:3]=1. The catalyst is C(#N)C. The reactants are [Br:1][C:2]1[CH:7]=[CH:6][C:5]([NH:8][C:9](=O)[CH3:10])=[C:4]([N+:12]([O-:14])=[O:13])[CH:3]=1.[N-:15]=[N+:16]=[N-:17].[Na+].FC(F)(F)S(OS(C(F)(F)F)(=O)=O)(=O)=O. The yield is 0.900.